Predict which catalyst facilitates the given reaction. From a dataset of Catalyst prediction with 721,799 reactions and 888 catalyst types from USPTO. (1) Reactant: [CH3:1][O:2][C:3](=[O:20])[C:4]1[CH:9]=[CH:8][C:7]([N:10]2[C:14]([NH2:15])=[CH:13][C:12]([C:16]([CH3:19])([CH3:18])[CH3:17])=[N:11]2)=[CH:6][CH:5]=1.C1N=CN([C:26]([N:28]2C=N[CH:30]=[CH:29]2)=[O:27])C=1.[N:33]1[CH:38]=[CH:37][C:36]([O:39][C:40]2[CH:45]=CC(N)=[CH:42][CH:41]=2)=[CH:35][CH:34]=1.CCOC(C)=O. Product: [CH3:1][O:2][C:3](=[O:20])[C:4]1[CH:5]=[CH:6][C:7]([N:10]2[C:14]([NH:15][C:26]([NH:28][C:29]3[CH:30]=[CH:45][C:40]([O:39][C:36]4[CH:37]=[CH:38][N:33]=[CH:34][CH:35]=4)=[CH:41][CH:42]=3)=[O:27])=[CH:13][C:12]([C:16]([CH3:17])([CH3:19])[CH3:18])=[N:11]2)=[CH:8][CH:9]=1. The catalyst class is: 26. (2) Product: [CH3:32][N:31]([CH2:30][C:22]1[N:21]([CH2:20][C:18]2[CH:17]=[CH:16][C:10]3/[C:11](=[C:12](/[CH3:15])\[C:13]#[N:14])/[C:5]4[CH:4]=[CH:3][C:2]([F:1])=[CH:33][C:6]=4[O:7][CH2:8][C:9]=3[CH:19]=2)[C:25]2[CH:26]=[CH:27][CH:28]=[CH:29][C:24]=2[N:23]=1)[CH3:36]. The catalyst class is: 10. Reactant: [F:1][C:2]1[CH:3]=[CH:4][C:5]2=[C:6]([CH:33]=1)[O:7][CH2:8][C:9]1[CH:19]=[C:18]([CH2:20][N:21]3[C:25]4[CH:26]=[CH:27][CH:28]=[CH:29][C:24]=4[N:23]=[C:22]3[CH2:30][NH:31][CH3:32])[CH:17]=[CH:16][C:10]=1/[C:11]/2=[C:12](/[CH3:15])\[C:13]#[N:14].C=O.[C:36]([BH3-])#N.[Na+].C(=O)([O-])O.[Na+]. (3) Reactant: [Cl:1][C:2]1[C:11]2[C:6](=[CH:7][CH:8]=[C:9]([C:12]([OH:32])([C:26]3[CH:27]=[N:28][CH:29]=[CH:30][CH:31]=3)[CH:13]3[CH2:18][CH2:17][N:16](C(OC(C)(C)C)=O)[CH2:15][CH2:14]3)[CH:10]=2)[N:5]=[C:4]([C:33]([F:36])([F:35])[F:34])[C:3]=1[C:37]1[CH:42]=[CH:41][CH:40]=[CH:39][CH:38]=1.C(O)(C(F)(F)F)=O. Product: [Cl:1][C:2]1[C:11]2[C:6](=[CH:7][CH:8]=[C:9]([C:12]([CH:13]3[CH2:18][CH2:17][NH:16][CH2:15][CH2:14]3)([C:26]3[CH:27]=[N:28][CH:29]=[CH:30][CH:31]=3)[OH:32])[CH:10]=2)[N:5]=[C:4]([C:33]([F:35])([F:34])[F:36])[C:3]=1[C:37]1[CH:42]=[CH:41][CH:40]=[CH:39][CH:38]=1. The catalyst class is: 2. (4) Reactant: [C:1]([O:5][C:6]([N:8]([CH3:22])[CH2:9][CH2:10][C@H:11]1[CH2:16][CH2:15][C@H:14]([CH2:17][O:18]C(=O)C)[CH2:13][CH2:12]1)=[O:7])([CH3:4])([CH3:3])[CH3:2].C(=O)([O-])[O-].[K+].[K+]. Product: [C:1]([O:5][C:6](=[O:7])[N:8]([CH2:9][CH2:10][C@H:11]1[CH2:12][CH2:13][C@H:14]([CH2:17][OH:18])[CH2:15][CH2:16]1)[CH3:22])([CH3:2])([CH3:4])[CH3:3]. The catalyst class is: 5. (5) Reactant: [C:1]([N:20]1[CH:24]=[CH:23][N:22]=[C:21]1[CH2:25]O)([C:14]1[CH:19]=[CH:18][CH:17]=[CH:16][CH:15]=1)([C:8]1[CH:13]=[CH:12][CH:11]=[CH:10][CH:9]=1)[C:2]1[CH:7]=[CH:6][CH:5]=[CH:4][CH:3]=1.C(N(CC)CC)C.S(Cl)([Cl:36])=O. Product: [Cl:36][CH2:25][C:21]1[N:20]([C:1]([C:14]2[CH:19]=[CH:18][CH:17]=[CH:16][CH:15]=2)([C:8]2[CH:13]=[CH:12][CH:11]=[CH:10][CH:9]=2)[C:2]2[CH:7]=[CH:6][CH:5]=[CH:4][CH:3]=2)[CH:24]=[CH:23][N:22]=1. The catalyst class is: 11. (6) Reactant: Cl[C:2]1[C:11]2[CH:10]=[C:9](Br)[CH:8]=[CH:7][C:6]=2[N:5]=[C:4]2[CH:13]=[N:14][N:15]([CH3:16])[C:3]=12.[C:17]([O:21][CH2:22][CH3:23])(=[O:20])[CH:18]=[CH2:19].C(N(CC)CC)C.C1(C)C=CC=CC=1P(C1C=CC=CC=1C)C1C=CC=CC=1C.CN(C)C=[O:56]. Product: [CH3:16][N:15]1[C:3]2[C:2](=[O:56])[C:11]3[CH:10]=[C:9](/[CH:19]=[CH:18]/[C:17]([O:21][CH2:22][CH3:23])=[O:20])[CH:8]=[CH:7][C:6]=3[NH:5][C:4]=2[CH:13]=[N:14]1. The catalyst class is: 167. (7) Reactant: [Br:1][C:2]1[CH:3]=[N:4][CH:5]=[C:6]([CH:10]=1)[C:7]([OH:9])=O.CN(C(ON1N=NC2C=CC=NC1=2)=[N+](C)C)C.F[P-](F)(F)(F)(F)F.CCN(C(C)C)C(C)C.[Cl:44][C:45]1[C:53]([C:54]#[N:55])=[CH:52][CH:51]=[C:50]2[C:46]=1[CH:47]=[C:48]([CH:62]([F:64])[F:63])[N:49]2[CH2:56]/[C:57](=[N:60]/[H])/[NH:58]O. Product: [Br:1][C:2]1[CH:10]=[C:6]([C:7]2[O:9][N:60]=[C:57]([CH2:56][N:49]3[C:50]4[C:46](=[C:45]([Cl:44])[C:53]([C:54]#[N:55])=[CH:52][CH:51]=4)[CH:47]=[C:48]3[CH:62]([F:64])[F:63])[N:58]=2)[CH:5]=[N:4][CH:3]=1. The catalyst class is: 827.